From a dataset of Catalyst prediction with 721,799 reactions and 888 catalyst types from USPTO. Predict which catalyst facilitates the given reaction. Reactant: Cl.[C:2]1([N:8]2[CH2:12][CH2:11][C@@H:10]([NH:13][C:14]3[N:19]=[CH:18][C:17](/C=C/C(O)=O)=[CH:16][CH:15]=3)[CH2:9]2)[CH:7]=[CH:6][CH:5]=[CH:4][CH:3]=1.[O:25]1[CH2:30][CH2:29][CH2:28][CH2:27][CH:26]1[O:31][NH2:32].ON1[C:38]2C=CC=[CH:42][C:37]=2N=N1.CN(C)CCCN=C=NCC.C([O-])(O)=[O:55].[Na+]. Product: [C:2]1([N:8]2[CH2:12][CH2:11][C@@H:10]([NH:13][C:14]3[C:15]([CH:30]4[O:25][CH:26]([O:31][NH:32][C:42](=[O:55])[CH:37]=[CH2:38])[CH2:27][CH2:28][CH2:29]4)=[CH:16][CH:17]=[CH:18][N:19]=3)[CH2:9]2)[CH:3]=[CH:4][CH:5]=[CH:6][CH:7]=1. The catalyst class is: 35.